From a dataset of Full USPTO retrosynthesis dataset with 1.9M reactions from patents (1976-2016). Predict the reactants needed to synthesize the given product. (1) Given the product [CH:39]1([C:37]([NH:36][C:34]2[N:35]=[C:30]3[CH:29]=[CH:28][C:27]([O:26][C:25]4[CH:24]=[C:23]([NH:22][C:8]([C:4]5[O:3][C:2]([CH3:1])=[N:6][C:5]=5[CH3:7])=[O:10])[CH:44]=[CH:43][CH:42]=4)=[CH:32][N:31]3[N:33]=2)=[O:38])[CH2:40][CH2:41]1, predict the reactants needed to synthesize it. The reactants are: [CH3:1][C:2]1[O:3][C:4]([C:8]([OH:10])=O)=[C:5]([CH3:7])[N:6]=1.O1CCCC1.C(Cl)(=O)C(Cl)=O.[NH2:22][C:23]1[CH:24]=[C:25]([CH:42]=[CH:43][CH:44]=1)[O:26][C:27]1[CH:28]=[CH:29][C:30]2[N:31]([N:33]=[C:34]([NH:36][C:37]([CH:39]3[CH2:41][CH2:40]3)=[O:38])[N:35]=2)[CH:32]=1. (2) Given the product [F:23][C:24]1[CH:33]=[CH:32][C:27]([CH2:28][NH:29][C:9]([N:11]2[CH2:16][CH2:15][N:14]3[C:17](=[O:22])[O:18][C:19]([CH3:20])([CH3:21])[CH:13]3[CH2:12]2)=[O:10])=[CH:26][CH:25]=1, predict the reactants needed to synthesize it. The reactants are: C1(CO[C:9]([N:11]2[CH2:16][CH2:15][N:14]3[C:17](=[O:22])[O:18][C:19]([CH3:21])([CH3:20])[CH:13]3[CH2:12]2)=[O:10])C=CC=CC=1.[F:23][C:24]1[CH:33]=[CH:32][C:27]([CH2:28][N:29]=C=O)=[CH:26][CH:25]=1.